The task is: Predict the product of the given reaction.. This data is from Forward reaction prediction with 1.9M reactions from USPTO patents (1976-2016). (1) The product is: [CH2:1]([O:8][C:9]1[C:29](=[O:30])[N:13]2[CH2:14][CH:15]3[CH2:20][CH2:19][C:18]([NH:21][C:22](=[O:28])[C:23]([N:25]([CH3:26])[CH3:27])=[O:24])([C:12]2=[N:11][C:10]=1[C:31]1[O:44][C:34]([CH2:35][C:36]2[CH:37]=[CH:38][C:39]([F:42])=[CH:40][CH:41]=2)=[CH:33][N:32]=1)[CH2:17][CH2:16]3)[C:2]1[CH:7]=[CH:6][CH:5]=[CH:4][CH:3]=1. Given the reactants [CH2:1]([O:8][C:9]1[C:29](=[O:30])[N:13]2[CH2:14][CH:15]3[CH2:20][CH2:19][C:18]([NH:21][C:22](=[O:28])[C:23]([N:25]([CH3:27])[CH3:26])=[O:24])([C:12]2=[N:11][C:10]=1[C:31](=[O:44])[NH:32][CH2:33][C:34](=O)[CH2:35][C:36]1[CH:41]=[CH:40][C:39]([F:42])=[CH:38][CH:37]=1)[CH2:17][CH2:16]3)[C:2]1[CH:7]=[CH:6][CH:5]=[CH:4][CH:3]=1.CC[N+](S(N=C(OC)[O-])(=O)=O)(CC)CC, predict the reaction product. (2) Given the reactants [K].Cl[CH:3]([CH:9]=O)[C:4]([O:6][CH2:7][CH3:8])=[O:5].[NH2:11][C:12]1[CH:17]=[CH:16][CH:15]=[C:14]([NH2:18])[N:13]=1.C(O)(=O)C, predict the reaction product. The product is: [NH2:18][C:14]1[N:13]2[C:3]([C:4]([O:6][CH2:7][CH3:8])=[O:5])=[CH:9][N:11]=[C:12]2[CH:17]=[CH:16][CH:15]=1. (3) Given the reactants Cl[C:2]1[N:11]=[C:10]([N:12]2[CH2:17][CH2:16][O:15][CH2:14][CH2:13]2)[C:9]2[C:4](=[CH:5][C:6]([C:18]3[CH:19]=[C:20]([CH:22]=[CH:23][CH:24]=3)[NH2:21])=[CH:7][CH:8]=2)[N:3]=1.[C:25]([O:29][C:30]([NH:32][C:33]1[N:38]=[CH:37][C:36](B(O)O)=[CH:35][N:34]=1)=[O:31])([CH3:28])([CH3:27])[CH3:26].P([O-])([O-])([O-])=O.[K+].[K+].[K+].O1CCOCC1, predict the reaction product. The product is: [NH2:21][C:20]1[CH:19]=[C:18]([C:6]2[CH:5]=[C:4]3[C:9]([C:10]([N:12]4[CH2:17][CH2:16][O:15][CH2:14][CH2:13]4)=[N:11][C:2]([C:36]4[CH:37]=[N:38][C:33]([NH:32][C:30](=[O:31])[O:29][C:25]([CH3:27])([CH3:26])[CH3:28])=[N:34][CH:35]=4)=[N:3]3)=[CH:8][CH:7]=2)[CH:24]=[CH:23][CH:22]=1. (4) Given the reactants [CH3:1][N:2]1[C:6]([CH:7]=[O:8])=[CH:5][N:4]=[CH:3]1.[CH2:9](O)[CH2:10][CH2:11][OH:12].CC1(C)C2(CS(O)(=O)=O)C(CC1CC2)=O.O, predict the reaction product. The product is: [O:8]1[CH2:9][CH2:10][CH2:11][O:12][CH:7]1[C:6]1[N:2]([CH3:1])[CH:3]=[N:4][CH:5]=1.